This data is from Forward reaction prediction with 1.9M reactions from USPTO patents (1976-2016). The task is: Predict the product of the given reaction. (1) Given the reactants [C:1]([C:4]1[CH:9]=[CH:8][C:7]([C:10]2[N:14]([CH3:15])[C:13]([C:16]#[N:17])=[CH:12][CH:11]=2)=[CH:6][CH:5]=1)(=[O:3])[CH3:2].[BH4-].[Na+], predict the reaction product. The product is: [OH:3][CH:1]([C:4]1[CH:5]=[CH:6][C:7]([C:10]2[N:14]([CH3:15])[C:13]([C:16]#[N:17])=[CH:12][CH:11]=2)=[CH:8][CH:9]=1)[CH3:2]. (2) Given the reactants [N:1]1([C:7]2[C:8]3[CH:31]=[CH:30][N:29]([CH2:32][CH:33]=O)[C:9]=3[N:10]=[C:11]([C:13]3[CH:18]=[CH:17][C:16]([NH:19][C:20]([NH:22][C:23]4[CH:28]=[CH:27][N:26]=[CH:25][CH:24]=4)=[O:21])=[CH:15][CH:14]=3)[N:12]=2)[CH2:6][CH2:5][O:4][CH2:3][CH2:2]1.[CH:35]([NH2:38])([CH3:37])[CH3:36], predict the reaction product. The product is: [CH:35]([NH:38][CH2:33][CH2:32][N:29]1[C:9]2[N:10]=[C:11]([C:13]3[CH:14]=[CH:15][C:16]([NH:19][C:20]([NH:22][C:23]4[CH:24]=[CH:25][N:26]=[CH:27][CH:28]=4)=[O:21])=[CH:17][CH:18]=3)[N:12]=[C:7]([N:1]3[CH2:2][CH2:3][O:4][CH2:5][CH2:6]3)[C:8]=2[CH:31]=[CH:30]1)([CH3:37])[CH3:36]. (3) Given the reactants [C:1]([C:4]1[N:5]=[CH:6][S:7][C:8]=1/[CH:9]=[CH:10]\[S:11][C:12]([C:25]1[CH:30]=[CH:29][CH:28]=[CH:27][CH:26]=1)([C:19]1[CH:24]=[CH:23][CH:22]=[CH:21][CH:20]=1)[C:13]1[CH:18]=[CH:17][CH:16]=[CH:15][CH:14]=1)([OH:3])=O.C(C(C(C(O)=O)O)O)(O)=O.[OH:41][CH:42]1[CH2:45][NH:44][CH2:43]1, predict the reaction product. The product is: [OH:41][CH:42]1[CH2:45][N:44]([C:1]([C:4]2[N:5]=[CH:6][S:7][C:8]=2/[CH:9]=[CH:10]\[S:11][C:12]([C:13]2[CH:14]=[CH:15][CH:16]=[CH:17][CH:18]=2)([C:19]2[CH:20]=[CH:21][CH:22]=[CH:23][CH:24]=2)[C:25]2[CH:30]=[CH:29][CH:28]=[CH:27][CH:26]=2)=[O:3])[CH2:43]1. (4) Given the reactants [F:1][C:2]1[CH:10]=[C:9]2[C:5]([C:6]([C:11]3[CH:12]=[CH:13][C:14]([N:17]4[CH2:22][CH2:21][CH:20]([NH2:23])[CH2:19][CH2:18]4)=[N:15][CH:16]=3)=[CH:7][NH:8]2)=[CH:4][CH:3]=1.CCN(CC)CC.Cl[CH2:32][CH2:33][S:34](Cl)(=[O:36])=[O:35], predict the reaction product. The product is: [F:1][C:2]1[CH:10]=[C:9]2[C:5]([C:6]([C:11]3[CH:12]=[CH:13][C:14]([N:17]4[CH2:22][CH2:21][CH:20]([NH:23][S:34]([CH:33]=[CH2:32])(=[O:36])=[O:35])[CH2:19][CH2:18]4)=[N:15][CH:16]=3)=[CH:7][NH:8]2)=[CH:4][CH:3]=1.